This data is from Forward reaction prediction with 1.9M reactions from USPTO patents (1976-2016). The task is: Predict the product of the given reaction. (1) The product is: [C:1]([O:5][C:6]([NH:8][C:9]1[O:17][C:16]2[C:11](=[N:12][CH:13]=[C:14]([CH:18]3[CH2:19][CH2:20]3)[CH:15]=2)[C:10]=1[C:21]([OH:23])=[O:22])=[O:7])([CH3:4])([CH3:2])[CH3:3]. Given the reactants [C:1]([O:5][C:6]([NH:8][C:9]1[O:17][C:16]2[C:11](=[N:12][CH:13]=[C:14]([CH:18]3[CH2:20][CH2:19]3)[CH:15]=2)[C:10]=1[C:21]([O:23]CC)=[O:22])=[O:7])([CH3:4])([CH3:3])[CH3:2].[Li+].[OH-].O.CO, predict the reaction product. (2) Given the reactants [CH3:1][C:2]1[C:7]([C:8]([O:10]CC)=[O:9])=[C:6]([NH:13][C:14]2[CH:19]=[CH:18][CH:17]=[C:16]([CH3:20])[CH:15]=2)[N:5]=[C:4]([S:21][CH3:22])[N:3]=1.[OH-].[Na+].C(O)C, predict the reaction product. The product is: [CH3:1][C:2]1[C:7]([C:8]([OH:10])=[O:9])=[C:6]([NH:13][C:14]2[CH:19]=[CH:18][CH:17]=[C:16]([CH3:20])[CH:15]=2)[N:5]=[C:4]([S:21][CH3:22])[N:3]=1. (3) Given the reactants [CH3:1][O:2][C:3]1[CH:8]=[CH:7][CH:6]=[CH:5][C:4]=1[C:9]1[O:13][N:12]=[CH:11][C:10]=1[C:14]([OH:16])=O.[C:17]1([CH:23]2[CH2:27][CH2:26][NH:25][CH2:24]2)[CH:22]=[CH:21][CH:20]=[CH:19][CH:18]=1.F[B-](F)(F)F.N1(OC(N(C)C)=[N+](C)C)C2C=CC=CC=2N=N1.C(N(C(C)C)CC)(C)C, predict the reaction product. The product is: [CH3:1][O:2][C:3]1[CH:8]=[CH:7][CH:6]=[CH:5][C:4]=1[C:9]1[O:13][N:12]=[CH:11][C:10]=1[C:14]([N:25]1[CH2:26][CH2:27][CH:23]([C:17]2[CH:22]=[CH:21][CH:20]=[CH:19][CH:18]=2)[CH2:24]1)=[O:16]. (4) Given the reactants Br[C:2]1[CH:7]=[CH:6][CH:5]=[CH:4][N:3]=1.[NH2:8][C:9]1[CH:10]=[CH:11][C:12]([Cl:16])=[C:13]([OH:15])[CH:14]=1, predict the reaction product. The product is: [Cl:16][C:12]1[CH:11]=[CH:10][C:9]([NH:8][C:2]2[CH:7]=[CH:6][CH:5]=[CH:4][N:3]=2)=[CH:14][C:13]=1[OH:15].